Dataset: Forward reaction prediction with 1.9M reactions from USPTO patents (1976-2016). Task: Predict the product of the given reaction. (1) Given the reactants Cl[C:2]1[N:22]=[C:5]2[C:6]([C:10]3[CH:15]=[C:14]([C:16]([F:19])([F:18])[F:17])[CH:13]=[CH:12][C:11]=3[O:20][CH3:21])=[CH:7][CH:8]=[CH:9][N:4]2[N:3]=1.[C:23]([O:27][C:28]([N:30]1[CH2:36][CH2:35][C:34]2[CH:37]=[CH:38][C:39]([NH2:41])=[CH:40][C:33]=2[CH2:32][CH2:31]1)=[O:29])([CH3:26])([CH3:25])[CH3:24], predict the reaction product. The product is: [C:23]([O:27][C:28]([N:30]1[CH2:36][CH2:35][C:34]2[CH:37]=[CH:38][C:39]([NH:41][C:2]3[N:22]=[C:5]4[C:6]([C:10]5[CH:15]=[C:14]([C:16]([F:19])([F:18])[F:17])[CH:13]=[CH:12][C:11]=5[O:20][CH3:21])=[CH:7][CH:8]=[CH:9][N:4]4[N:3]=3)=[CH:40][C:33]=2[CH2:32][CH2:31]1)=[O:29])([CH3:26])([CH3:24])[CH3:25]. (2) Given the reactants [Cl:1][C:2]1[N:3]=[CH:4][C:5](I)=[C:6]2[C:10]([CH3:11])=[CH:9][N:8]([CH3:12])[C:7]=12.C([Mg]Cl)(C)C.[C:19](=[O:21])=[O:20], predict the reaction product. The product is: [Cl:1][C:2]1[C:7]2[N:8]([CH3:12])[CH:9]=[C:10]([CH3:11])[C:6]=2[C:5]([C:19]([OH:21])=[O:20])=[CH:4][N:3]=1. (3) Given the reactants [CH3:1][C:2]1[CH:30]=[CH:29][CH:28]=[C:27]([CH3:31])[C:3]=1[O:4][C:5]1[CH:6]=[C:7]2[C:12](=[CH:13][C:14]=1[CH3:15])[N:11]=[C:10]([N:16]1[CH:20]=[C:19]([C:21]([O:23]CC)=[O:22])[CH:18]=[N:17]1)[NH:9][C:8]2=O.[CH:32]1([NH2:35])[CH2:34][CH2:33]1, predict the reaction product. The product is: [CH3:31][C:27]1[CH:28]=[CH:29][CH:30]=[C:2]([CH3:1])[C:3]=1[O:4][C:5]1[CH:6]=[C:7]2[C:12](=[CH:13][C:14]=1[CH3:15])[N:11]=[C:10]([N:16]1[CH:20]=[C:19]([C:21]([OH:23])=[O:22])[CH:18]=[N:17]1)[N:9]=[C:8]2[NH:35][CH:32]1[CH2:34][CH2:33]1. (4) Given the reactants C(N(C(C)C)C(C)C)C.[CH3:10][C:11]1[N:12]=[C:13]([N:17]([CH2:34][O:35][CH2:36][CH2:37][O:38][CH3:39])[S:18]([C:21]2[S:22][CH:23]=[CH:24][C:25]=2[C:26]2[CH:31]=[CH:30][C:29]([CH2:32][OH:33])=[CH:28][CH:27]=2)(=[O:20])=[O:19])[S:14][C:15]=1[CH3:16].[CH3:40][S:41](Cl)(=[O:43])=[O:42], predict the reaction product. The product is: [CH3:10][C:11]1[N:12]=[C:13]([N:17]([CH2:34][O:35][CH2:36][CH2:37][O:38][CH3:39])[S:18]([C:21]2[S:22][CH:23]=[CH:24][C:25]=2[C:26]2[CH:31]=[CH:30][C:29]([CH2:32][O:33][S:41]([CH3:40])(=[O:43])=[O:42])=[CH:28][CH:27]=2)(=[O:20])=[O:19])[S:14][C:15]=1[CH3:16]. (5) Given the reactants [F:1][C:2]1[CH:7]=[CH:6][C:5]([N+:8]([O-])=O)=[CH:4][C:3]=1[CH2:11][C:12]([O:14][CH3:15])=[O:13].[H][H], predict the reaction product. The product is: [NH2:8][C:5]1[CH:6]=[CH:7][C:2]([F:1])=[C:3]([CH2:11][C:12]([O:14][CH3:15])=[O:13])[CH:4]=1. (6) Given the reactants [F:1][C:2]([F:11])([F:10])[C:3]1[CH:9]=[CH:8][C:6]([NH2:7])=[CH:5][CH:4]=1.C(N(CC)CC)C.[CH:19](=O)[CH2:20][CH3:21].C(=O)([O-])[O-].[K+].[K+], predict the reaction product. The product is: [CH:19](=[N:7][C:6]1[CH:8]=[CH:9][C:3]([C:2]([F:10])([F:11])[F:1])=[CH:4][CH:5]=1)[CH2:20][CH3:21]. (7) Given the reactants [C:1]([O:5][C:6]([N:8]1[C:16]2[C:11](=[CH:12][CH:13]=[C:14]([O:17][Si:18]([C:21]([CH3:24])([CH3:23])[CH3:22])([CH3:20])[CH3:19])[CH:15]=2)[C:10]([N:25]2C(=O)C3C(=CC=CC=3)C2=O)=[N:9]1)=[O:7])([CH3:4])([CH3:3])[CH3:2].NN.C(Cl)Cl.CC(C)=O, predict the reaction product. The product is: [C:1]([O:5][C:6]([N:8]1[C:16]2[C:11](=[CH:12][CH:13]=[C:14]([O:17][Si:18]([C:21]([CH3:24])([CH3:23])[CH3:22])([CH3:19])[CH3:20])[CH:15]=2)[C:10]([NH2:25])=[N:9]1)=[O:7])([CH3:4])([CH3:2])[CH3:3].